From a dataset of Full USPTO retrosynthesis dataset with 1.9M reactions from patents (1976-2016). Predict the reactants needed to synthesize the given product. (1) Given the product [CH2:12]([S:19][C:8]1([CH2:23][N+:20]([O-:22])=[O:21])[CH2:9][CH2:10][C:5]2([O:4][CH2:3][CH2:2][O:1]2)[CH2:6][CH2:7]1)[C:13]1[CH:18]=[CH:17][CH:16]=[CH:15][CH:14]=1, predict the reactants needed to synthesize it. The reactants are: [O:1]1[C:5]2([CH2:10][C:9](=O)[CH2:8][CH2:7][CH2:6]2)[O:4][CH2:3][CH2:2]1.[CH2:12]([SH:19])[C:13]1[CH:18]=[CH:17][CH:16]=[CH:15][CH:14]=1.[N+:20]([CH3:23])([O-:22])=[O:21].C(N)CN. (2) Given the product [N:14]([CH2:11][CH:9]([OH:10])[CH2:8][CH2:7][O:6][Si:5]([C:1]([CH3:4])([CH3:3])[CH3:2])([CH3:13])[CH3:12])=[N+:15]=[N-:16], predict the reactants needed to synthesize it. The reactants are: [C:1]([Si:5]([CH3:13])([CH3:12])[O:6][CH2:7][CH2:8][CH:9]1[CH2:11][O:10]1)([CH3:4])([CH3:3])[CH3:2].[N-:14]=[N+:15]=[N-:16].[Na+].[NH4+].[Cl-]. (3) Given the product [F:20][C:11]1[CH:12]=[C:13]([C:16]([OH:19])([CH3:17])[CH3:18])[CH:14]=[CH:15][C:10]=1[C:4]1[S:3][C:2]([NH:1][C:22]2[CH:23]=[CH:24][C:25]([CH:28]([OH:33])[C:29]([F:32])([F:31])[F:30])=[CH:26][N:27]=2)=[C:6]([C:7]([NH2:9])=[O:8])[CH:5]=1, predict the reactants needed to synthesize it. The reactants are: [NH2:1][C:2]1[S:3][C:4]([C:10]2[CH:15]=[CH:14][C:13]([C:16]([OH:19])([CH3:18])[CH3:17])=[CH:12][C:11]=2[F:20])=[CH:5][C:6]=1[C:7]([NH2:9])=[O:8].Cl[C:22]1[N:27]=[CH:26][C:25]([CH:28]([OH:33])[C:29]([F:32])([F:31])[F:30])=[CH:24][CH:23]=1. (4) Given the product [CH3:25][O:24][C:23]1[C:22]([CH3:21])=[N:16][C:4]([CH3:5])=[N:3][CH:2]=1, predict the reactants needed to synthesize it. The reactants are: Cl[C:2]1N=C(Cl)[C:5](OC)=[CH:4][N:3]=1.C[Al](C)C.[Cl-].[NH4+:16].C(Cl)(Cl)Cl.[CH2:21]1[CH2:25][O:24][CH2:23][CH2:22]1. (5) Given the product [C:25](=[O:26])([O:24][C:21]1[CH:20]=[CH:19][C:18]([N+:15]([O-:17])=[O:16])=[CH:23][CH:22]=1)[O:14][C:10]1[CH:11]=[CH:12][CH:13]=[C:8]([C:4]([CH3:7])([CH3:5])[CH3:6])[CH:9]=1, predict the reactants needed to synthesize it. The reactants are: C(Cl)Cl.[C:4]([C:8]1[CH:9]=[C:10]([OH:14])[CH:11]=[CH:12][CH:13]=1)([CH3:7])([CH3:6])[CH3:5].[N+:15]([C:18]1[CH:23]=[CH:22][C:21]([O:24][C:25](=O)[O:26]C2C=CC([N+]([O-])=O)=CC=2)=[CH:20][CH:19]=1)([O-:17])=[O:16]. (6) Given the product [Si:35]([O:34][CH:33]([N:8]1[CH:9]=[CH:10][C:11]([C:12]([N:14]2[CH2:19][CH2:18][N:17]([C:20]3[CH:21]=[C:22]([CH:26]=[CH:27][CH:28]=3)[C:23]([NH2:25])=[O:24])[CH2:16][CH2:15]2)=[O:13])=[C:7]1[C:1]1[CH:6]=[CH:5][CH:4]=[CH:3][CH:2]=1)[CH3:32])([C:38]([CH3:41])([CH3:40])[CH3:39])([CH3:37])[CH3:36], predict the reactants needed to synthesize it. The reactants are: [C:1]1([C:7]2[NH:8][CH:9]=[CH:10][C:11]=2[C:12]([N:14]2[CH2:19][CH2:18][N:17]([C:20]3[CH:21]=[C:22]([CH:26]=[CH:27][CH:28]=3)[C:23]([NH2:25])=[O:24])[CH2:16][CH2:15]2)=[O:13])[CH:6]=[CH:5][CH:4]=[CH:3][CH:2]=1.[H-].[Na+].Br[CH2:32][CH2:33][O:34][Si:35]([C:38]([CH3:41])([CH3:40])[CH3:39])([CH3:37])[CH3:36].